Dataset: Forward reaction prediction with 1.9M reactions from USPTO patents (1976-2016). Task: Predict the product of the given reaction. (1) Given the reactants [O-]P([O-])([O-])=O.[K+].[K+].[K+].[B-](F)(F)(F)/[CH:10]=[CH:11]/[CH3:12].[K+].[CH3:17][C:18]1[C:26](OS(C(F)(F)F)(=O)=O)=[CH:25][CH:24]=[C:23]2[C:19]=1[CH2:20][O:21][C:22]2=[O:35], predict the reaction product. The product is: [CH3:17][C:18]1[C:26](/[CH:10]=[CH:11]/[CH3:12])=[CH:25][CH:24]=[C:23]2[C:19]=1[CH2:20][O:21][C:22]2=[O:35]. (2) Given the reactants OCC1CCN([CH2:9][C:10]2[C:18]3[B:17]([OH:19])[O:16][CH2:15][C:14]=3[CH:13]=[CH:12][CH:11]=2)CC1.[CH2:20]([O:22][C:23]([CH:25]1[CH2:30][CH2:29][NH:28][CH2:27][CH2:26]1)=[O:24])[CH3:21], predict the reaction product. The product is: [CH2:20]([O:22][C:23]([CH:25]1[CH2:30][CH2:29][N:28]([CH2:9][C:10]2[C:18]3[B:17]([OH:19])[O:16][CH2:15][C:14]=3[CH:13]=[CH:12][CH:11]=2)[CH2:27][CH2:26]1)=[O:24])[CH3:21]. (3) Given the reactants [CH3:1][S:2]([NH:5][C:6]1[CH:20]=[CH:19][C:9]([O:10][C:11]2[CH:18]=[CH:17][C:14]([CH:15]=O)=[CH:13][CH:12]=2)=[CH:8][CH:7]=1)(=[O:4])=[O:3].C(O)(=O)C.[Cl:25][CH2:26][CH2:27][NH:28][CH2:29][CH2:30][Cl:31].C(O[BH-](OC(=O)C)OC(=O)C)(=O)C.[Na+], predict the reaction product. The product is: [Cl:25][CH2:26][CH2:27][N:28]([CH2:15][C:14]1[CH:17]=[CH:18][C:11]([O:10][C:9]2[CH:19]=[CH:20][C:6]([NH:5][S:2]([CH3:1])(=[O:4])=[O:3])=[CH:7][CH:8]=2)=[CH:12][CH:13]=1)[CH2:29][CH2:30][Cl:31]. (4) The product is: [O:13]=[C:11]([C:14]1[S:15][CH:16]=[CH:17][CH:18]=1)[CH2:12][C:3]([O:7][CH2:8][CH3:9])=[O:10]. Given the reactants [H-].[Na+].[C:3](=[O:10])([O:7][CH2:8][CH3:9])OCC.[C:11]([C:14]1[S:15][CH:16]=[CH:17][CH:18]=1)(=[O:13])[CH3:12].[H][H], predict the reaction product.